This data is from Full USPTO retrosynthesis dataset with 1.9M reactions from patents (1976-2016). The task is: Predict the reactants needed to synthesize the given product. (1) Given the product [CH2:1]([N:8]1[CH2:13][CH2:12][N:11]([C:19]2[CH:20]=[N:21][CH:22]=[C:17]([Cl:16])[N:18]=2)[CH:10]([CH2:14][CH3:15])[CH2:9]1)[C:2]1[CH:3]=[CH:4][CH:5]=[CH:6][CH:7]=1, predict the reactants needed to synthesize it. The reactants are: [CH2:1]([N:8]1[CH2:13][CH2:12][NH:11][CH:10]([CH2:14][CH3:15])[CH2:9]1)[C:2]1[CH:7]=[CH:6][CH:5]=[CH:4][CH:3]=1.[Cl:16][C:17]1[CH:22]=[N:21][CH:20]=[C:19](Cl)[N:18]=1.C([O-])([O-])=O.[K+].[K+]. (2) Given the product [F:32][C:14]1[CH:13]=[C:12]([O:11][CH2:10][CH2:9][OH:8])[CH:17]=[C:16]([F:18])[C:15]=1[N:19]1[CH2:20][CH2:21][N:22]([C:25]2[NH:50][C:51](=[O:59])[C:52]3[CH:57]=[N:56][N:55]([CH3:58])[C:53]=3[N:54]=2)[CH2:23][CH2:24]1, predict the reactants needed to synthesize it. The reactants are: C([O:8][CH2:9][CH2:10][O:11][C:12]1[CH:17]=[C:16]([F:18])[C:15]([N:19]2[CH2:24][CH2:23][N:22]([C:25](OC(C)(C)C)=O)[CH2:21][CH2:20]2)=[C:14]([F:32])[CH:13]=1)C1C=CC=CC=1.C(OCC1C=CC=CC=1)C1C=CC=CC=1.ClC1[NH:50][C:51](=[O:59])[C:52]2[CH:57]=[N:56][N:55]([CH3:58])[C:53]=2[N:54]=1. (3) Given the product [Cl:17][C:18]1[CH:23]=[C:22]([CH2:24][CH2:25][N:6]2[C:7]3[CH:8]=[CH:9][C:10]([CH3:16])=[CH:11][C:12]=3[C:13]3[CH2:14][CH2:15][N:2]([CH3:1])[CH2:3][CH2:4][C:5]2=3)[CH:21]=[N:20][CH:19]=1, predict the reactants needed to synthesize it. The reactants are: [CH3:1][N:2]1[CH2:15][CH2:14][C:13]2[C:12]3[CH:11]=[C:10]([CH3:16])[CH:9]=[CH:8][C:7]=3[NH:6][C:5]=2[CH2:4][CH2:3]1.[Cl:17][C:18]1[CH:19]=[N:20][CH:21]=[C:22]([CH:24]=[CH2:25])[CH:23]=1.[OH-].[Na+]. (4) Given the product [S:14]1[CH:18]=[CH:17][CH:16]=[C:15]1[S:19]([N:7]1[CH2:24][C:25](=[O:26])[C:13]2[CH:12]=[CH:11][CH:10]=[CH:9][C:8]=2[C:1]2[CH:6]=[CH:5][CH:4]=[CH:3][C:2]1=2)(=[O:21])=[O:20], predict the reactants needed to synthesize it. The reactants are: [C:1]1([C:8]2[CH:13]=[CH:12][CH:11]=[CH:10][CH:9]=2)[C:2]([NH2:7])=[CH:3][CH:4]=[CH:5][CH:6]=1.[S:14]1[CH:18]=[CH:17][CH:16]=[C:15]1[S:19](Cl)(=[O:21])=[O:20].Br[CH2:24][C:25](OCC)=[O:26]. (5) Given the product [C:12]([O:16][C:17]([NH:19][C@@H:20]([CH:24]([CH3:26])[CH3:25])[C:21]([NH:27][CH2:28][C:29](=[C:31]1[CH2:36][CH2:35][CH2:34][N:33]([C:37]2[C:46]([O:47][CH3:48])=[C:45]3[C:40]([C:41](=[O:55])[C:42]([C:52]([OH:54])=[O:53])=[CH:43][N:44]3[CH:49]3[CH2:51][CH2:50]3)=[CH:39][C:38]=2[F:56])[CH2:32]1)[F:30])=[O:23])=[O:18])([CH3:13])([CH3:14])[CH3:15], predict the reactants needed to synthesize it. The reactants are: ClC(OCC)=O.C1COCC1.[C:12]([O:16][C:17]([NH:19][C@@H:20]([CH:24]([CH3:26])[CH3:25])[C:21]([OH:23])=O)=[O:18])([CH3:15])([CH3:14])[CH3:13].[NH2:27][CH2:28][C:29](=[C:31]1[CH2:36][CH2:35][CH2:34][N:33]([C:37]2[C:46]([O:47][CH3:48])=[C:45]3[C:40]([C:41](=[O:55])[C:42]([C:52]([OH:54])=[O:53])=[CH:43][N:44]3[CH:49]3[CH2:51][CH2:50]3)=[CH:39][C:38]=2[F:56])[CH2:32]1)[F:30]. (6) Given the product [CH3:21][C:22]1[C:26]([CH2:27][O:28][C:29]2[CH:30]=[CH:31][C:32]([S:35]([NH:1][C:2]3[C:7]([CH3:8])=[N:6][C:5]([N:9]4[CH2:13][CH2:12][O:11][C:10]4=[O:14])=[CH:4][CH:3]=3)(=[O:37])=[O:36])=[CH:33][CH:34]=2)=[C:25]([CH3:39])[O:24][N:23]=1, predict the reactants needed to synthesize it. The reactants are: [NH2:1][C:2]1[CH:3]=[CH:4][C:5]([N:9]2[CH2:13][CH2:12][O:11][C:10]2=[O:14])=[N:6][C:7]=1[CH3:8].N1C=CC=CC=1.[CH3:21][C:22]1[C:26]([CH2:27][O:28][C:29]2[CH:34]=[CH:33][C:32]([S:35](Cl)(=[O:37])=[O:36])=[CH:31][CH:30]=2)=[C:25]([CH3:39])[O:24][N:23]=1. (7) Given the product [C:13]([O:12][C:11]([NH:10][CH2:9][CH2:8][CH2:7][CH2:6][CH2:5][CH2:4][CH2:3][CH2:2][N:1]([CH2:24][C:19]1[CH:20]=[CH:21][CH:22]=[CH:23][N:18]=1)[CH2:41][C:40]([O:44][C:45]([CH3:48])([CH3:47])[CH3:46])=[O:43])=[O:17])([CH3:14])([CH3:16])[CH3:15], predict the reactants needed to synthesize it. The reactants are: [NH2:1][CH2:2][CH2:3][CH2:4][CH2:5][CH2:6][CH2:7][CH2:8][CH2:9][NH:10][C:11](=[O:17])[O:12][C:13]([CH3:16])([CH3:15])[CH3:14].[N:18]1[CH:23]=[CH:22][CH:21]=[CH:20][C:19]=1[CH:24]=O.[BH-](OC(C)=O)(OC(C)=O)OC(C)=O.[Na+].[C:40]([O:44][C:45]([CH3:48])([CH3:47])[CH3:46])(=[O:43])[CH:41]=O. (8) Given the product [CH:1]1([CH2:4][O:5][NH:6][C:7]([C:9]2[C:17]([NH:18][C:19]3[CH:24]=[CH:23][C:22]([C:29]#[C:28][Si:30]([CH3:33])([CH3:32])[CH3:31])=[CH:21][C:20]=3[CH3:26])=[C:16]([F:27])[C:12]3[N:13]=[CH:14][NH:15][C:11]=3[CH:10]=2)=[O:8])[CH2:3][CH2:2]1, predict the reactants needed to synthesize it. The reactants are: [CH:1]1([CH2:4][O:5][NH:6][C:7]([C:9]2[C:17]([NH:18][C:19]3[CH:24]=[CH:23][C:22](I)=[CH:21][C:20]=3[CH3:26])=[C:16]([F:27])[C:12]3[N:13]=[CH:14][NH:15][C:11]=3[CH:10]=2)=[O:8])[CH2:3][CH2:2]1.[C:28]([Si:30]([CH3:33])([CH3:32])[CH3:31])#[CH:29]. (9) The reactants are: [O:1]1[C:5]2[CH:6]=[CH:7][CH:8]=[CH:9][C:4]=2[N:3]=[C:2]1[NH:10][C:11]([CH:13]([C:22]1[CH:30]=[CH:29][C:25]([C:26]([OH:28])=O)=[CH:24][CH:23]=1)[CH2:14][C:15]1[CH:20]=[CH:19][C:18]([F:21])=[CH:17][CH:16]=1)=[O:12].C1C=[N:35]C2N(O)N=NC=2C=1.CCN=C=NCCCN(C)C.Cl.CCN(C(C)C)C(C)C.[NH4+].[Cl-]. Given the product [O:1]1[C:5]2[CH:6]=[CH:7][CH:8]=[CH:9][C:4]=2[N:3]=[C:2]1[NH:10][C:11]([CH:13]([C:22]1[CH:23]=[CH:24][C:25]([C:26]([NH2:35])=[O:28])=[CH:29][CH:30]=1)[CH2:14][C:15]1[CH:20]=[CH:19][C:18]([F:21])=[CH:17][CH:16]=1)=[O:12], predict the reactants needed to synthesize it. (10) Given the product [Cl:1][C:2]1[C:7]([Cl:8])=[C:6]([C:9]2[S:13][C:12]([C:14]3[NH:37][N:36]=[N:35][CH:15]=3)=[N:11][C:10]=2[C:16]([N:18]2[CH2:23][CH2:22][CH2:21][CH2:20][C@@H:19]2[CH3:24])=[O:17])[CH:5]=[CH:4][C:3]=1[S:25]([NH:28][C@@H:29]([CH3:34])[C:30]([F:31])([F:32])[F:33])(=[O:26])=[O:27], predict the reactants needed to synthesize it. The reactants are: [Cl:1][C:2]1[C:7]([Cl:8])=[C:6]([C:9]2[S:13][C:12]([C:14]#[CH:15])=[N:11][C:10]=2[C:16]([N:18]2[CH2:23][CH2:22][CH2:21][CH2:20][C@@H:19]2[CH3:24])=[O:17])[CH:5]=[CH:4][C:3]=1[S:25]([NH:28][C@@H:29]([CH3:34])[C:30]([F:33])([F:32])[F:31])(=[O:27])=[O:26].[N-:35]=[N+:36]=[N-:37].[Na+].[NH4+].[Cl-].O.